Dataset: Full USPTO retrosynthesis dataset with 1.9M reactions from patents (1976-2016). Task: Predict the reactants needed to synthesize the given product. (1) The reactants are: [CH3:1][O:2][C:3]1[CH:46]=[CH:45][C:6]([C:7]([O:22][CH2:23][C@H:24]2[O:28][C@@H:27]([N:29]3[CH:36]=[CH:35][C:33](=[O:34])[NH:32][C:30]3=[O:31])[C@H:26]([O:37][CH2:38][CH2:39][C:40](=[O:43])[NH:41][CH3:42])[C@@H:25]2[OH:44])([C:16]2[CH:21]=[CH:20][CH:19]=[CH:18][CH:17]=2)[C:8]2[CH:13]=[CH:12][C:11]([O:14][CH3:15])=[CH:10][CH:9]=2)=[CH:5][CH:4]=1.C(N(C(C)C)[P:51]([N:58]([CH:62]([CH3:64])[CH3:63])[CH:59]([CH3:61])[CH3:60])[O:52]OCCC#N)(C)C.[NH:68]1[C-:72]=NN=N1.[CH:73]([NH2+]C(C)C)(C)[CH3:74]. Given the product [C:72]([CH2:73][CH2:74][PH:51]([O:44][C@@H:25]1[C@@H:24]([CH2:23][O:22][C:7]([C:16]2[CH:17]=[CH:18][CH:19]=[CH:20][CH:21]=2)([C:8]2[CH:13]=[CH:12][C:11]([O:14][CH3:15])=[CH:10][CH:9]=2)[C:6]2[CH:45]=[CH:46][C:3]([O:2][CH3:1])=[CH:4][CH:5]=2)[O:28][C@@H:27]([N:29]2[CH:36]=[CH:35][C:33](=[O:34])[NH:32][C:30]2=[O:31])[C@@H:26]1[O:37][CH2:38][CH2:39][C:40](=[O:43])[NH:41][CH3:42])([N:58]([CH:59]([CH3:60])[CH3:61])[CH:62]([CH3:63])[CH3:64])[OH:52])#[N:68], predict the reactants needed to synthesize it. (2) Given the product [Cl:1][C:2]1[N:7]=[CH:6][C:5]([CH:8]([CH3:13])[C:9]#[N:10])=[CH:4][CH:3]=1, predict the reactants needed to synthesize it. The reactants are: [Cl:1][C:2]1[N:7]=[CH:6][C:5]([CH2:8][C:9]#[N:10])=[CH:4][CH:3]=1.[H-].[Na+].[CH3:13]I. (3) Given the product [C:1]([O:5][C:6](=[O:24])[NH:7][C@H:8]([CH:17]([OH:18])[C:19]1[S:20][CH:21]=[CH:22][N:23]=1)[CH2:9][CH2:10][C:11]1[CH:12]=[CH:13][CH:14]=[CH:15][CH:16]=1)([CH3:4])([CH3:2])[CH3:3], predict the reactants needed to synthesize it. The reactants are: [C:1]([O:5][C:6](=[O:24])[NH:7][C@H:8]([C:17]([C:19]1[S:20][CH:21]=[CH:22][N:23]=1)=[O:18])[CH2:9][CH2:10][C:11]1[CH:16]=[CH:15][CH:14]=[CH:13][CH:12]=1)([CH3:4])([CH3:3])[CH3:2].[BH4-].[Na+].O.Cl. (4) Given the product [Cl:1][C:2]1[CH:7]=[CH:6][C:5]([C:8]2[C:18]3[CH:17]=[C:16]([O:19][C:20]([F:23])([F:22])[F:21])[CH:15]=[CH:14][C:13]=3[N:12]3[C:24]([CH3:27])=[N:25][N:26]=[C:11]3[C@H:10]([CH2:28][C:29]([NH:32][CH2:33][CH2:34][N:35]3[CH2:40][CH2:39][O:38][CH2:37][CH2:36]3)=[O:30])[CH:9]=2)=[CH:4][CH:3]=1, predict the reactants needed to synthesize it. The reactants are: [Cl:1][C:2]1[CH:7]=[CH:6][C:5]([C:8]2[C:14]3[CH:15]=[C:16]([O:19][C:20]([F:23])([F:22])[F:21])[CH:17]=[CH:18][C:13]=3[N:12]3[C:24]([CH3:27])=[N:25][N:26]=[C:11]3[C@H:10]([CH2:28][C:29](O)=[O:30])[CH:9]=2)=[CH:4][CH:3]=1.[NH2:32][CH2:33][CH2:34][N:35]1[CH2:40][CH2:39][O:38][CH2:37][CH2:36]1. (5) Given the product [C:1]1([C:7](=[O:41])[CH2:8][C:9]2[C:17]3[C:12](=[N:13][CH:14]=[C:15]([C:18]4[CH:19]=[C:20]([O:28][CH3:29])[C:21]([O:26][CH3:27])=[C:22]([O:24][CH3:25])[CH:23]=4)[N:16]=3)[N:11]([S:30]([C:33]3[CH:34]=[CH:35][C:36]([CH3:39])=[CH:37][CH:38]=3)(=[O:32])=[O:31])[CH:10]=2)[CH:2]=[CH:3][CH:4]=[CH:5][CH:6]=1, predict the reactants needed to synthesize it. The reactants are: [C:1]1([C:7]#[C:8][C:9]2[C:17]3[C:12](=[N:13][CH:14]=[C:15]([C:18]4[CH:23]=[C:22]([O:24][CH3:25])[C:21]([O:26][CH3:27])=[C:20]([O:28][CH3:29])[CH:19]=4)[N:16]=3)[N:11]([S:30]([C:33]3[CH:38]=[CH:37][C:36]([CH3:39])=[CH:35][CH:34]=3)(=[O:32])=[O:31])[CH:10]=2)[CH:6]=[CH:5][CH:4]=[CH:3][CH:2]=1.S(=O)(=O)(O)[OH:41].CC(C)=O. (6) Given the product [Cl:1][C:2]1[C:7]([Cl:8])=[CH:6][CH:5]=[CH:4][C:3]=1[S:9]([NH:13][C:14]1[CH:19]=[CH:18][CH:17]=[C:16]([C:20]2[NH:24][N:23]=[N:22][N:21]=2)[CH:15]=1)(=[O:11])=[O:10], predict the reactants needed to synthesize it. The reactants are: [Cl:1][C:2]1[C:7]([Cl:8])=[CH:6][CH:5]=[CH:4][C:3]=1[S:9](Cl)(=[O:11])=[O:10].[NH2:13][C:14]1[CH:15]=[C:16]([C:20]2[NH:24][N:23]=[N:22][N:21]=2)[CH:17]=[CH:18][CH:19]=1. (7) Given the product [BrH:5].[NH2:1][C:2]1[S:3][C:6]([CH3:14])=[C:7]([C:8]([O:10][CH2:11][CH3:12])=[O:9])[N:4]=1, predict the reactants needed to synthesize it. The reactants are: [NH2:1][C:2]([NH2:4])=[S:3].[Br:5][CH:6]([CH3:14])[C:7](=O)[C:8]([O:10][CH2:11][CH3:12])=[O:9]. (8) Given the product [Cl:10][C:11]1[C:16]([C:17]([O:19][CH2:20][CH3:21])=[O:18])=[CH:15][N:14]=[C:13]([C:5]2[CH:6]=[CH:7][CH:8]=[C:3]([Cl:2])[CH:4]=2)[CH:12]=1, predict the reactants needed to synthesize it. The reactants are: [I-].[Cl:2][C:3]1[CH:4]=[C:5]([Zn+])[CH:6]=[CH:7][CH:8]=1.[Cl:10][C:11]1[C:16]([C:17]([O:19][CH2:20][CH3:21])=[O:18])=[CH:15][N:14]=[C:13](Cl)[CH:12]=1.O.C(OCC)(=O)C. (9) Given the product [Cl:20][C:21]1[CH:22]=[C:23]([CH:29]=[CH:30][C:31]=1[Cl:32])[CH2:24][N:25]([CH:26]([CH3:28])[CH3:27])[S:6]([C:5]1[S:1][C:2]2[CH:13]=[CH:12][CH:11]=[CH:10][C:3]=2[CH:4]=1)(=[O:8])=[O:7], predict the reactants needed to synthesize it. The reactants are: [S:1]1[C:5]([S:6](Cl)(=[O:8])=[O:7])=[CH:4][C:3]2[CH:10]=[CH:11][CH:12]=[CH:13][C:2]1=2.N1C=CC=CC=1.[Cl:20][C:21]1[CH:22]=[C:23]([CH:29]=[CH:30][C:31]=1[Cl:32])[CH2:24][NH:25][CH:26]([CH3:28])[CH3:27].